Dataset: Full USPTO retrosynthesis dataset with 1.9M reactions from patents (1976-2016). Task: Predict the reactants needed to synthesize the given product. (1) The reactants are: Br[C:2]1[C:11]2[C:10](=[O:12])[C:9]3[N:13]=[CH:14][C:15]([CH3:17])=[CH:16][C:8]=3[C:7](=[O:18])[C:6]=2[N:5]=[CH:4][CH:3]=1.C([O-])([O-])=O.[Na+].[Na+].[C:25]([O:29][C:30](=[O:53])[NH:31][CH2:32][CH2:33][CH2:34][O:35][C:36]1[CH:41]=[CH:40][C:39](B2OC(C)(C)C(C)(C)O2)=[CH:38][C:37]=1[O:51][CH3:52])([CH3:28])([CH3:27])[CH3:26]. Given the product [C:25]([O:29][C:30](=[O:53])[NH:31][CH2:32][CH2:33][CH2:34][O:35][C:36]1[CH:41]=[CH:40][C:39]([C:2]2[C:11]3[C:10](=[O:12])[C:9]4[N:13]=[CH:14][C:15]([CH3:17])=[CH:16][C:8]=4[C:7](=[O:18])[C:6]=3[N:5]=[CH:4][CH:3]=2)=[CH:38][C:37]=1[O:51][CH3:52])([CH3:27])([CH3:28])[CH3:26], predict the reactants needed to synthesize it. (2) Given the product [Cl:1][C:2]1[CH:3]=[C:4](/[CH:8]=[CH:9]/[CH2:10][CH2:11][NH2:12])[CH:5]=[CH:6][CH:7]=1, predict the reactants needed to synthesize it. The reactants are: [Cl:1][C:2]1[CH:3]=[C:4](/[CH:8]=[CH:9]/[CH2:10][CH2:11][N:12]2C(=O)C3=CC=CC=C3C2=O)[CH:5]=[CH:6][CH:7]=1.CN. (3) Given the product [Si:33]([O:32][CH2:31][C:30](=[CH2:29])[CH2:40][C:4]1([C:7]([O:9][CH3:10])=[O:8])[CH2:3][CH2:2][N:1]([C:11]([O:13][C:14]([CH3:17])([CH3:16])[CH3:15])=[O:12])[CH2:6][CH2:5]1)([C:36]([CH3:37])([CH3:38])[CH3:39])([CH3:34])[CH3:35], predict the reactants needed to synthesize it. The reactants are: [N:1]1([C:11]([O:13][C:14]([CH3:17])([CH3:16])[CH3:15])=[O:12])[CH2:6][CH2:5][CH:4]([C:7]([O:9][CH3:10])=[O:8])[CH2:3][CH2:2]1.C[Si]([N-][Si](C)(C)C)(C)C.[Li+].Br[CH2:29][C:30](=[CH2:40])[CH2:31][O:32][Si:33]([C:36]([CH3:39])([CH3:38])[CH3:37])([CH3:35])[CH3:34]. (4) The reactants are: [NH:1]1[C@@H:10]2[C@@H:5]([CH2:6][CH2:7][CH2:8][CH2:9]2)[NH:4][C:3](=O)[C:2]1=O.[H-].[H-].[H-].[H-].[Li+].[Al+3]. Given the product [NH:1]1[C@@H:10]2[C@@H:5]([CH2:6][CH2:7][CH2:8][CH2:9]2)[NH:4][CH2:3][CH2:2]1, predict the reactants needed to synthesize it.